This data is from Reaction yield outcomes from USPTO patents with 853,638 reactions. The task is: Predict the reaction yield, written as a fraction of the theoretical maximum amount of product (1.0 means a 100% yield; for example, 0.34 means a 34% yield). (1) The reactants are [C:1]([C:5]1[NH:6][C:7]2[C:12]([CH:13]=1)=[CH:11][C:10]([N+:14]([O-])=O)=[CH:9][C:8]=2[C:17]#[N:18])([CH3:4])([CH3:3])[CH3:2].[BH4-].[Na+]. The catalyst is CO. The product is [NH2:14][C:10]1[CH:11]=[C:12]2[C:7](=[C:8]([C:17]#[N:18])[CH:9]=1)[NH:6][C:5]([C:1]([CH3:4])([CH3:3])[CH3:2])=[CH:13]2. The yield is 0.320. (2) The reactants are [CH2:1]([O:3][C:4](=[O:23])[C:5]([C:7]1[C:8]([CH3:22])=[N:9][C:10]2[N:11]([N:14]=[C:15]([C:17]([O:19][CH2:20][CH3:21])=[O:18])[CH:16]=2)[C:12]=1[Cl:13])=[O:6])[CH3:2].CB1N2CCC[C@@H]2C(C2C=CC=CC=2)(C2C=CC=CC=2)O1.C1(C)C=CC=CC=1. The catalyst is C1(C)C=CC=CC=1.CCOC(C)=O.C([O-])([O-])=O.[Na+].[Na+]. The product is [Cl:13][C:12]1[N:11]2[N:14]=[C:15]([C:17]([O:19][CH2:20][CH3:21])=[O:18])[CH:16]=[C:10]2[N:9]=[C:8]([CH3:22])[C:7]=1[C@H:5]([OH:6])[C:4]([O:3][CH2:1][CH3:2])=[O:23]. The yield is 0.750. (3) The reactants are Br[C:2]1[S:3][C:4]([CH:7]=[O:8])=[CH:5][N:6]=1.CC1(C)C(C)(C)OB([C:17]2[CH:18]=[N:19][NH:20][CH:21]=2)O1.C(=O)([O-])[O-].[Na+].[Na+]. The catalyst is C1(C)C=CC=CC=1.C(O)C.C1C=CC([P]([Pd]([P](C2C=CC=CC=2)(C2C=CC=CC=2)C2C=CC=CC=2)([P](C2C=CC=CC=2)(C2C=CC=CC=2)C2C=CC=CC=2)[P](C2C=CC=CC=2)(C2C=CC=CC=2)C2C=CC=CC=2)(C2C=CC=CC=2)C2C=CC=CC=2)=CC=1. The product is [NH:19]1[CH:18]=[C:17]([C:2]2[S:3][C:4]([CH:7]=[O:8])=[CH:5][N:6]=2)[CH:21]=[N:20]1. The yield is 0.540. (4) The reactants are N[C:2]1[CH:7]=[CH:6][C:5]([NH:8][C:9]2[C:18]3[C:17](=[O:19])[NH:16][CH:15]=[N:14][C:13]=3[N:12]([CH3:20])[C:11](=[O:21])[C:10]=2[CH3:22])=[C:4]([F:23])[CH:3]=1.Cl.N([O-])=O.[Na+].[I-:29].[K+]. The catalyst is C(O)(=O)C.O.II. The product is [F:23][C:4]1[CH:3]=[C:2]([I:29])[CH:7]=[CH:6][C:5]=1[NH:8][C:9]1[C:18]2[C:17](=[O:19])[NH:16][CH:15]=[N:14][C:13]=2[N:12]([CH3:20])[C:11](=[O:21])[C:10]=1[CH3:22]. The yield is 0.510. (5) The reactants are [Cl:1][C:2]1[CH:3]=[C:4]([CH:8]=[CH:9][C:10]=1[C:11]([N:13]1[CH2:17][CH:16]=[CH:15][CH2:14]1)=[O:12])[C:5]([OH:7])=O.CN(C(ON1N=NC2C=CC=CC1=2)=[N+](C)C)C.[B-](F)(F)(F)F.C(N(C(C)C)CC)(C)C.[Cl:49][C:50]1[CH:64]=[CH:63][C:53]2[NH:54][C:55]([C@@H:57]([NH2:62])[C@H:58]([O:60][CH3:61])[CH3:59])=[N:56][C:52]=2[CH:51]=1.ClCl. The catalyst is O1CCCC1.ClCCl.C(O)C. The product is [Cl:1][C:2]1[CH:3]=[C:4]([CH:8]=[CH:9][C:10]=1[C:11]([N:13]1[CH2:17][CH:16]=[CH:15][CH2:14]1)=[O:12])[C:5]([NH:62][C@H:57]([C:55]1[NH:54][C:53]2[CH:63]=[CH:64][C:50]([Cl:49])=[CH:51][C:52]=2[N:56]=1)[C@H:58]([O:60][CH3:61])[CH3:59])=[O:7]. The yield is 0.720. (6) The reactants are Br[C:2]1[CH:25]=[CH:24][C:5]2[C:6]3[N:7]([CH:11]=[C:12]([C:14]4[N:18]([CH2:19][C:20]([F:23])([F:22])[F:21])[N:17]=[CH:16][N:15]=4)[N:13]=3)[CH2:8][CH2:9][O:10][C:4]=2[CH:3]=1.O1CCCCC1[O:32][CH2:33][CH2:34][N:35]1[CH:39]=[C:38](B2OC(C)(C)C(C)(C)O2)[CH:37]=[N:36]1. No catalyst specified. The product is [F:21][C:20]([F:23])([F:22])[CH2:19][N:18]1[C:14]([C:12]2[N:13]=[C:6]3[C:5]4[CH:24]=[CH:25][C:2]([C:38]5[CH:37]=[N:36][N:35]([CH2:34][CH2:33][OH:32])[CH:39]=5)=[CH:3][C:4]=4[O:10][CH2:9][CH2:8][N:7]3[CH:11]=2)=[N:15][CH:16]=[N:17]1. The yield is 0.480.